From a dataset of Full USPTO retrosynthesis dataset with 1.9M reactions from patents (1976-2016). Predict the reactants needed to synthesize the given product. (1) Given the product [CH2:37]([N:14]([CH2:12][CH3:13])[CH2:15][CH2:16][CH2:17][NH:18][C:19]([C:21]1[C:25]([C:26]2[CH:31]=[CH:30][CH:29]=[CH:28][CH:27]=2)=[C:24]([CH:32]=[C:5]2[C:4]3[C:8](=[CH:9][CH:10]=[C:2]([Br:1])[CH:3]=3)[NH:7][C:6]2=[O:11])[NH:23][C:22]=1[CH:34]([CH3:36])[CH3:35])=[O:20])[CH3:38], predict the reactants needed to synthesize it. The reactants are: [Br:1][C:2]1[CH:3]=[C:4]2[C:8](=[CH:9][CH:10]=1)[NH:7][C:6](=[O:11])[CH2:5]2.[CH2:12]([N:14]([CH2:37][CH3:38])[CH2:15][CH2:16][CH2:17][NH:18][C:19]([C:21]1[C:25]([C:26]2[CH:31]=[CH:30][CH:29]=[CH:28][CH:27]=2)=[C:24]([CH:32]=O)[NH:23][C:22]=1[CH:34]([CH3:36])[CH3:35])=[O:20])[CH3:13]. (2) Given the product [CH3:1][O:2][C:3](=[O:12])[CH2:4][C:5]1[CH:10]=[CH:9][CH:8]=[C:7]([O:11][C:17]2[CH:16]=[CH:15][C:14]([Br:13])=[CH:21][C:18]=2[CH:19]=[O:20])[CH:6]=1, predict the reactants needed to synthesize it. The reactants are: [CH3:1][O:2][C:3](=[O:12])[CH2:4][C:5]1[CH:10]=[CH:9][CH:8]=[C:7]([OH:11])[CH:6]=1.[Br:13][C:14]1[CH:15]=[CH:16][C:17](F)=[C:18]([CH:21]=1)[CH:19]=[O:20].C(=O)([O-])[O-].[K+].[K+].Cl. (3) Given the product [F:25][C:26]1[CH:27]=[CH:28][C:29]([O:49][C:50]2[CH:55]=[CH:54][CH:53]=[CH:52][CH:51]=2)=[C:30]([N:32]([CH2:36][C:37]2[CH:42]=[C:41]([O:43][CH3:44])[CH:40]=[CH:39][C:38]=2[O:45][CH2:46][CH2:1][Br:5])[C:33](=[O:35])[CH3:34])[CH:31]=1, predict the reactants needed to synthesize it. The reactants are: [C:1]([Br:5])(Br)(Br)Br.C1C=CC(P(C2C=CC=CC=2)C2C=CC=CC=2)=CC=1.[F:25][C:26]1[CH:27]=[CH:28][C:29]([O:49][C:50]2[CH:55]=[CH:54][CH:53]=[CH:52][CH:51]=2)=[C:30]([N:32]([CH2:36][C:37]2[CH:42]=[C:41]([O:43][CH3:44])[CH:40]=[CH:39][C:38]=2[O:45][CH2:46]CO)[C:33](=[O:35])[CH3:34])[CH:31]=1. (4) Given the product [OH:6][C:2]([CH3:5])([CH3:1])[CH2:3][O:4][C:17]([N:19]1[CH2:20][CH2:21][CH:22]([N:25]([CH:39]2[CH2:41][CH2:40]2)[C:26](=[O:38])[C:27]2[CH:28]=[CH:29][C:30]([C:33]3[O:37][CH:36]=[N:35][CH:34]=3)=[CH:31][CH:32]=2)[CH2:23][CH2:24]1)=[O:16], predict the reactants needed to synthesize it. The reactants are: [CH3:1][C:2]([OH:6])([CH3:5])[CH2:3][OH:4].[N+](C1C=CC([O:16][C:17]([N:19]2[CH2:24][CH2:23][CH:22]([N:25]([CH:39]3[CH2:41][CH2:40]3)[C:26](=[O:38])[C:27]3[CH:32]=[CH:31][C:30]([C:33]4[O:37][CH:36]=[N:35][CH:34]=4)=[CH:29][CH:28]=3)[CH2:21][CH2:20]2)=O)=CC=1)([O-])=O. (5) Given the product [F:18][C:15]1[CH:16]=[CH:17][C:12]([CH:8]([C:5]2[CH:4]=[CH:3][C:2]([F:1])=[CH:7][CH:6]=2)[C:9]([NH:19][CH2:20][CH2:21][CH2:22][N:23]2[CH2:24][CH2:25][CH:26]([C:29]3[C:30]([F:42])=[CH:31][C:32]([F:41])=[C:33]([NH:35][C:36](=[O:40])[CH:37]([CH3:39])[CH3:38])[CH:34]=3)[CH2:27][CH2:28]2)=[O:11])=[CH:13][CH:14]=1, predict the reactants needed to synthesize it. The reactants are: [F:1][C:2]1[CH:7]=[CH:6][C:5]([CH:8]([C:12]2[CH:17]=[CH:16][C:15]([F:18])=[CH:14][CH:13]=2)[C:9]([OH:11])=O)=[CH:4][CH:3]=1.[NH2:19][CH2:20][CH2:21][CH2:22][N:23]1[CH2:28][CH2:27][CH:26]([C:29]2[C:30]([F:42])=[CH:31][C:32]([F:41])=[C:33]([NH:35][C:36](=[O:40])[CH:37]([CH3:39])[CH3:38])[CH:34]=2)[CH2:25][CH2:24]1.